Dataset: Forward reaction prediction with 1.9M reactions from USPTO patents (1976-2016). Task: Predict the product of the given reaction. (1) Given the reactants [CH3:1][C:2]1([CH3:19])[CH2:6][C:5]2[CH:7]=[C:8]([CH:15]=[C:16]([CH3:18])[CH3:17])[CH:9]=[C:10]([S:11][CH2:12][CH2:13][CH3:14])[C:4]=2[O:3]1.C(OC(=O)C1C=CC=C(C2C3C(=CC(SCCC)=C4OC(C)(C)CC4=3)CC(C)(C)N=2)C=1)C.[C:52]([C:54]1[CH:55]=[C:56]([CH:63]=[CH:64][CH:65]=1)[C:57]([O:59][CH:60]([CH3:62])[CH3:61])=[O:58])#[N:53].S(=O)(=O)(O)O.C(=O)([O-])O.[Na+].C(=O)([O-])[O-].[K+].[K+].IC(C)C, predict the reaction product. The product is: [CH3:62][CH:60]([O:59][C:57](=[O:58])[C:56]1[CH:63]=[CH:64][CH:65]=[C:54]([C:52]2[C:7]3[C:8](=[CH:9][C:10]([S:11][CH2:12][CH2:13][CH3:14])=[C:4]4[O:3][C:2]([CH3:1])([CH3:19])[CH2:6][C:5]4=3)[CH2:15][C:16]([CH3:18])([CH3:17])[N:53]=2)[CH:55]=1)[CH3:61]. (2) Given the reactants [N+:1]([C:4]1[CH:9]=[CH:8][C:7]([NH:10][C@H:11]2[CH2:16][CH2:15][C@H:14]([OH:17])[CH2:13][CH2:12]2)=[CH:6][C:5]=1[C:18]([F:21])([F:20])[F:19])([O-:3])=[O:2].C[Si]([N-][Si](C)(C)C)(C)C.[Li+].Cl[CH2:33][C:34]([N:36]1[CH2:41][C@@H:40]([CH3:42])[N:39]([C:43]2[CH:48]=[CH:47][C:46]([C:49]([F:52])([F:51])[F:50])=[CH:45][CH:44]=2)[CH2:38][C@@H:37]1[CH3:53])=[O:35], predict the reaction product. The product is: [CH3:53][C@H:37]1[CH2:38][N:39]([C:43]2[CH:44]=[CH:45][C:46]([C:49]([F:52])([F:50])[F:51])=[CH:47][CH:48]=2)[C@H:40]([CH3:42])[CH2:41][N:36]1[C:34](=[O:35])[CH2:33][O:17][C@H:14]1[CH2:15][CH2:16][C@H:11]([NH:10][C:7]2[CH:8]=[CH:9][C:4]([N+:1]([O-:3])=[O:2])=[C:5]([C:18]([F:19])([F:20])[F:21])[CH:6]=2)[CH2:12][CH2:13]1. (3) Given the reactants [O:1]=[C:2]1[CH2:7][CH2:6][N:5]([C:8]([O:10][CH2:11][C:12]2[CH:17]=[CH:16][CH:15]=[CH:14][CH:13]=2)=[O:9])[CH2:4][CH2:3]1.[CH3:18][Si:19](Cl)([CH3:21])[CH3:20], predict the reaction product. The product is: [CH2:11]([O:10][C:8]([N:5]1[CH2:4][CH:3]=[C:2]([O:1][Si:19]([CH3:21])([CH3:20])[CH3:18])[CH2:7][CH2:6]1)=[O:9])[C:12]1[CH:17]=[CH:16][CH:15]=[CH:14][CH:13]=1. (4) Given the reactants [O:1]=[C:2]1[C:6]2[CH:7]=[CH:8][C:9]([CH2:11][CH2:12][N:13]3[CH2:18][CH2:17][NH:16][CH2:15][C:14]3=[O:19])=[CH:10][C:5]=2[CH2:4][O:3]1.[CH3:20][O:21][C:22]1[CH:29]=[CH:28][C:27]([CH2:30][CH:31]=O)=[CH:26][C:23]=1[C:24]#[N:25], predict the reaction product. The product is: [CH3:20][O:21][C:22]1[CH:29]=[CH:28][C:27]([CH2:30][CH2:31][N:16]2[CH2:17][CH2:18][N:13]([CH2:12][CH2:11][C:9]3[CH:8]=[CH:7][C:6]4[C:2](=[O:1])[O:3][CH2:4][C:5]=4[CH:10]=3)[C:14](=[O:19])[CH2:15]2)=[CH:26][C:23]=1[C:24]#[N:25]. (5) Given the reactants [CH2:1]([O:3][C:4](=[O:13])[C:5]1[CH:10]=[CH:9][CH:8]=[C:7]([NH:11][NH2:12])[CH:6]=1)[CH3:2].O=[C:15]([C:19]1[CH:24]=[CH:23][CH:22]=[CH:21][CH:20]=1)[CH2:16][C:17]#[N:18].Cl, predict the reaction product. The product is: [NH2:18][C:17]1[N:11]([C:7]2[CH:6]=[C:5]([CH:10]=[CH:9][CH:8]=2)[C:4]([O:3][CH2:1][CH3:2])=[O:13])[N:12]=[C:15]([C:19]2[CH:24]=[CH:23][CH:22]=[CH:21][CH:20]=2)[CH:16]=1. (6) Given the reactants [CH:1]1([S:4]([C:7]2[CH:12]=[CH:11][C:10]([CH:13]([CH2:24][CH:25]3[CH2:30][CH2:29][O:28][CH2:27][CH2:26]3)[C:14]([NH:16][C:17]3[S:18][C:19]([CH:22]=O)=[CH:20][N:21]=3)=[O:15])=[CH:9][CH:8]=2)(=[O:6])=[O:5])[CH2:3][CH2:2]1.CC(OC(C)=O)=O.[N:38]1C=CC=CC=1, predict the reaction product. The product is: [C:22]([C:19]1[S:18][C:17]([NH:16][C:14](=[O:15])[CH:13]([C:10]2[CH:11]=[CH:12][C:7]([S:4]([CH:1]3[CH2:3][CH2:2]3)(=[O:5])=[O:6])=[CH:8][CH:9]=2)[CH2:24][CH:25]2[CH2:30][CH2:29][O:28][CH2:27][CH2:26]2)=[N:21][CH:20]=1)#[N:38]. (7) Given the reactants F[C:2]1[C:7]([F:8])=[CH:6][CH:5]=[C:4]([F:9])[N:3]=1.[CH3:10][C:11]1([CH3:19])[CH2:16][CH:15]([CH2:17][NH2:18])[CH2:14][CH2:13][O:12]1.C(N(CC)CC)C, predict the reaction product. The product is: [CH3:10][C:11]1([CH3:19])[CH2:16][CH:15]([CH2:17][NH:18][C:2]2[C:7]([F:8])=[CH:6][CH:5]=[C:4]([F:9])[N:3]=2)[CH2:14][CH2:13][O:12]1. (8) Given the reactants [F:1][C:2]1[CH:7]=[CH:6][C:5]([S:8]([NH:11][C:12]2[C:21]([C:22]([O:24][CH3:25])=[O:23])=[C:20]3[C:15]([C:16]4[CH:28]=[CH:27][O:26][C:17]=4[CH2:18][O:19]3)=[CH:14][CH:13]=2)(=[O:10])=[O:9])=[C:4](/[CH:29]=[CH:30]\[CH2:31][N:32]2[CH2:36][CH2:35][C@@H:34]([O:37][C:38](=[O:40])[CH3:39])[CH2:33]2)[CH:3]=1.BrC1C=C(F)C=CC=1S(NC1C(C(OC)=O)=C2C(C3C=COC=3CO2)=CC=1)(=O)=O.C([Sn](CCCC)(CCCC)/C=C\CN1CC[C@H](OC(=O)C)C1)CCC, predict the reaction product. The product is: [F:1][C:2]1[CH:7]=[CH:6][C:5]([S:8]([NH:11][C:12]2[C:21]([C:22]([O:24][CH3:25])=[O:23])=[C:20]3[C:15]([C:16]4[CH:28]=[CH:27][O:26][C:17]=4[CH2:18][O:19]3)=[CH:14][CH:13]=2)(=[O:9])=[O:10])=[C:4](/[CH:29]=[CH:30]\[CH2:31][N:32]2[CH2:36][CH2:35][C@H:34]([O:37][C:38](=[O:40])[CH3:39])[CH2:33]2)[CH:3]=1. (9) Given the reactants [CH2:1]([N:8]1[C:12]2=[C:13]([NH:20][CH2:21][C:22]3[CH:27]=[CH:26][C:25]([F:28])=[CH:24][CH:23]=3)[N:14]=[C:15]([C:17]([NH2:19])=[O:18])[CH:16]=[C:11]2[C:10]([CH3:29])=[C:9]1[CH3:30])[C:2]1[CH:7]=[CH:6][CH:5]=[CH:4][CH:3]=1.[ClH:31], predict the reaction product. The product is: [ClH:31].[CH2:1]([N:8]1[C:12]2=[C:13]([NH:20][CH2:21][C:22]3[CH:23]=[CH:24][C:25]([F:28])=[CH:26][CH:27]=3)[N:14]=[C:15]([C:17]([NH2:19])=[O:18])[CH:16]=[C:11]2[C:10]([CH3:29])=[C:9]1[CH3:30])[C:2]1[CH:3]=[CH:4][CH:5]=[CH:6][CH:7]=1. (10) Given the reactants [CH2:1]([O:3][C:4]1[N:9]=[CH:8][C:7]([C:10]2[CH:11]=[C:12]([CH:17]=[CH:18][C:19]=2[CH3:20])[C:13]([O:15]C)=[O:14])=[CH:6][C:5]=1[N:21]1[CH2:26][CH2:25][O:24][CH2:23][CH2:22]1)[CH3:2].[Li+].[OH-].Cl, predict the reaction product. The product is: [CH2:1]([O:3][C:4]1[N:9]=[CH:8][C:7]([C:10]2[CH:11]=[C:12]([CH:17]=[CH:18][C:19]=2[CH3:20])[C:13]([OH:15])=[O:14])=[CH:6][C:5]=1[N:21]1[CH2:22][CH2:23][O:24][CH2:25][CH2:26]1)[CH3:2].